From a dataset of Forward reaction prediction with 1.9M reactions from USPTO patents (1976-2016). Predict the product of the given reaction. (1) Given the reactants [C:1]([O-])(=O)[C:2](C)=[CH2:3].[C:7]([O:12][CH2:13]CO)(=O)[C:8]([CH3:10])=[CH2:9].C([O:21][CH2:22][CH2:23][CH2:24][Si](OC)(OC)OC)(=O)C(C)=C, predict the reaction product. The product is: [CH3:13][O:12][C:7]1[CH:8]=[CH:10][CH:3]=[CH:2][CH:1]=1.[CH3:1][C:22](=[O:21])[CH2:23][CH2:24][CH2:7][CH2:8][CH3:9]. (2) Given the reactants [CH:1]1([C:6]([OH:31])([CH2:21][C:22]2[O:23][C:24]([CH3:30])([CH3:29])[O:25][C:26](=[O:28])[CH:27]=2)[C:7]#[C:8][C:9]2[CH:14]=[CH:13][C:12]([C:15]3([C:18]#[N:19])[CH2:17][CH2:16]3)=[C:11]([F:20])[CH:10]=2)[CH2:5][CH2:4][CH2:3][CH2:2]1, predict the reaction product. The product is: [CH:1]1([C:6]([OH:31])([CH2:21][C:22]2[O:23][C:24]([CH3:29])([CH3:30])[O:25][C:26](=[O:28])[CH:27]=2)[CH2:7][CH2:8][C:9]2[CH:14]=[CH:13][C:12]([C:15]3([C:18]#[N:19])[CH2:17][CH2:16]3)=[C:11]([F:20])[CH:10]=2)[CH2:5][CH2:4][CH2:3][CH2:2]1. (3) Given the reactants Br[C:2]1[CH:3]=[C:4]([F:11])[CH:5]=[C:6]2[C:10]=1[NH:9][N:8]=[CH:7]2.[H-].[Na+].C([Li])(C)(C)C.CN(C)[CH:21]=[O:22], predict the reaction product. The product is: [F:11][C:4]1[CH:5]=[C:6]2[C:10](=[C:2]([CH:21]=[O:22])[CH:3]=1)[NH:9][N:8]=[CH:7]2. (4) Given the reactants [CH3:1][N:2]([CH3:23])[C:3]1[CH:8]=[C:7]([C:9]2[CH:14]=[CH:13][C:12]([C:15]([F:18])([F:17])[F:16])=[CH:11][CH:10]=2)[C:6]([C:19]([O:21]C)=[O:20])=[CH:5][CH:4]=1.[OH-].[Na+], predict the reaction product. The product is: [CH3:1][N:2]([CH3:23])[C:3]1[CH:8]=[C:7]([C:9]2[CH:10]=[CH:11][C:12]([C:15]([F:18])([F:17])[F:16])=[CH:13][CH:14]=2)[C:6]([C:19]([OH:21])=[O:20])=[CH:5][CH:4]=1.